This data is from Peptide-MHC class I binding affinity with 185,985 pairs from IEDB/IMGT. The task is: Regression. Given a peptide amino acid sequence and an MHC pseudo amino acid sequence, predict their binding affinity value. This is MHC class I binding data. (1) The peptide sequence is VTWAVRAL. The MHC is H-2-Kb with pseudo-sequence H-2-Kb. The binding affinity (normalized) is 0.667. (2) The peptide sequence is YAYEPGSVM. The MHC is HLA-A26:01 with pseudo-sequence HLA-A26:01. The binding affinity (normalized) is 0.502. (3) The peptide sequence is SEFWLNYTA. The MHC is HLA-A11:01 with pseudo-sequence HLA-A11:01. The binding affinity (normalized) is 0.0847.